This data is from Peptide-MHC class II binding affinity with 134,281 pairs from IEDB. The task is: Regression. Given a peptide amino acid sequence and an MHC pseudo amino acid sequence, predict their binding affinity value. This is MHC class II binding data. The peptide sequence is NFVKAINAIQ. The MHC is DRB1_1101 with pseudo-sequence DRB1_1101. The binding affinity (normalized) is 0.